This data is from Catalyst prediction with 721,799 reactions and 888 catalyst types from USPTO. The task is: Predict which catalyst facilitates the given reaction. (1) Reactant: [Br:1][C:2]1[CH:7]=[CH:6][C:5]([O:8][CH3:9])=[CH:4][C:3]=1[CH3:10].[CH3:11][O:12]C(Cl)Cl.[Cl-].[NH4+]. The catalyst class is: 642. Product: [Br:1][C:2]1[C:3]([CH3:10])=[C:4]([C:5]([O:8][CH3:9])=[CH:6][CH:7]=1)[CH:11]=[O:12]. (2) Reactant: [CH3:1][C:2]1[CH:7]=[CH:6][C:5]([S:8]([O:11][CH2:12][CH:13]([OH:33])[CH2:14][C:15]2[C:16]([O:25]CC3C=CC=CC=3)=[C:17]3[C:21](=[CH:22][C:23]=2[Cl:24])[CH2:20][CH2:19][CH2:18]3)(=[O:10])=[O:9])=[CH:4][CH:3]=1.Cl.[Si](OCC(O)CC1C=CC2CCCC=2C=1O)(C(C)(C)C)(C)C. The catalyst class is: 45. Product: [CH3:1][C:2]1[CH:3]=[CH:4][C:5]([S:8]([O:11][CH2:12][CH:13]([OH:33])[CH2:14][C:15]2[C:16]([OH:25])=[C:17]3[C:21](=[CH:22][C:23]=2[Cl:24])[CH2:20][CH2:19][CH2:18]3)(=[O:9])=[O:10])=[CH:6][CH:7]=1. (3) Reactant: C[Si](C)(C)CCOC[N:7]1[C:11]([CH2:12][CH2:13][C:14]([O:16][CH2:17][N:18]2[C:26]3[C:21](=[CH:22][CH:23]=[C:24]([C:27]([F:30])([F:29])[F:28])[CH:25]=3)[C@@:20]([C:32]3[CH:37]=[C:36]([Cl:38])[CH:35]=[CH:34][C:33]=3[O:39][CH3:40])([F:31])[C:19]2=[O:41])=[O:15])=[N:10][N:9]=[N:8]1. Product: [NH:10]1[C:11]([CH2:12][CH2:13][C:14]([O:16][CH2:17][N:18]2[C:26]3[C:21](=[CH:22][CH:23]=[C:24]([C:27]([F:30])([F:29])[F:28])[CH:25]=3)[C@@:20]([C:32]3[CH:37]=[C:36]([Cl:38])[CH:35]=[CH:34][C:33]=3[O:39][CH3:40])([F:31])[C:19]2=[O:41])=[O:15])=[N:7][N:8]=[N:9]1. The catalyst class is: 144. (4) Reactant: [Si:1]([O:18][CH2:19][CH:20]1[CH2:23][C:22](=[O:24])[CH2:21]1)([C:14]([CH3:17])([CH3:16])[CH3:15])([C:8]1[CH:13]=[CH:12][CH:11]=[CH:10][CH:9]=1)[C:2]1[CH:7]=[CH:6][CH:5]=[CH:4][CH:3]=1.C[Si]([N-][Si](C)(C)C)(C)C.[Li+].[F:35][C:36]([F:55])([F:54])[S:37](N(C1C=CC=CC=1)[S:37]([C:36]([F:55])([F:54])[F:35])(=[O:39])=[O:38])(=[O:39])=[O:38]. Product: [F:35][C:36]([F:55])([F:54])[S:37]([O:24][C:22]1[CH2:23][CH:20]([CH2:19][O:18][Si:1]([C:14]([CH3:17])([CH3:15])[CH3:16])([C:8]2[CH:13]=[CH:12][CH:11]=[CH:10][CH:9]=2)[C:2]2[CH:3]=[CH:4][CH:5]=[CH:6][CH:7]=2)[CH:21]=1)(=[O:39])=[O:38]. The catalyst class is: 1.